Dataset: Reaction yield outcomes from USPTO patents with 853,638 reactions. Task: Predict the reaction yield, written as a fraction of the theoretical maximum amount of product (1.0 means a 100% yield; for example, 0.34 means a 34% yield). (1) The reactants are [F:1][C:2]([F:14])([C:8]1[CH:13]=[CH:12][CH:11]=[CH:10][CH:9]=1)[C:3]([O:5]CC)=[O:4].[OH-].[Na+].Cl. No catalyst specified. The product is [C:8]1([C:2]([C:3]([OH:5])=[O:4])([F:14])[F:1])[CH:9]=[CH:10][CH:11]=[CH:12][CH:13]=1. The yield is 0.810. (2) The reactants are C1C=CC(P(C2C=CC3C(=CC=CC=3)C=2C2C3C(=CC=CC=3)C=CC=2P(C2C=CC=CC=2)C2C=CC=CC=2)C2C=CC=CC=2)=CC=1.Br[C:48]1[CH:67]=[CH:66][C:51]2[C:52]([C:55]([N:57]3[CH:63]4[CH2:64][CH2:65][N:60]([CH2:61][CH2:62]4)[CH2:59][CH2:58]3)=[O:56])=[N:53][S:54][C:50]=2[CH:49]=1.[CH:68]([N:71]1[CH2:75][CH2:74][NH:73][C:72]1=[O:76])([CH3:70])[CH3:69].C(=O)([O-])[O-].[Cs+].[Cs+]. The catalyst is C([O-])(=O)C.[Pd+2].C([O-])(=O)C.C1(C)C=CC=CC=1. The product is [N:60]12[CH2:65][CH2:64][CH:63]([CH2:62][CH2:61]1)[N:57]([C:55]([C:52]1[C:51]3[CH:66]=[CH:67][C:48]([N:73]4[CH2:74][CH2:75][N:71]([CH:68]([CH3:70])[CH3:69])[C:72]4=[O:76])=[CH:49][C:50]=3[S:54][N:53]=1)=[O:56])[CH2:58][CH2:59]2. The yield is 0.750. (3) The reactants are Cl.[CH:2]([N:5]1[CH2:10][CH2:9][CH:8]([O:11][C:12]2[CH:13]=[C:14]3[C:18](=[CH:19][C:20]=2[CH3:21])[NH:17][C:16]([C:22]([OH:24])=O)=[CH:15]3)[CH2:7][CH2:6]1)([CH3:4])[CH3:3].[CH3:25][S:26]([N:29]1[CH2:34][CH2:33][NH:32][CH2:31][CH2:30]1)(=[O:28])=[O:27]. No catalyst specified. The product is [CH:2]([N:5]1[CH2:6][CH2:7][CH:8]([O:11][C:12]2[CH:13]=[C:14]3[C:18](=[CH:19][C:20]=2[CH3:21])[NH:17][C:16]([C:22]([N:32]2[CH2:33][CH2:34][N:29]([S:26]([CH3:25])(=[O:28])=[O:27])[CH2:30][CH2:31]2)=[O:24])=[CH:15]3)[CH2:9][CH2:10]1)([CH3:3])[CH3:4]. The yield is 0.490. (4) The reactants are [C:1]([C:3]1[CH:4]=[C:5]([NH:14][C:15](=[O:23])OC2C=CC=CC=2)[CH:6]=[CH:7][C:8]=1[S:9]([CH2:12][CH3:13])(=[O:11])=[O:10])#[N:2].[Br:24][C:25]1[CH:30]=[CH:29][C:28]([CH2:31][CH2:32][NH:33][CH3:34])=[CH:27][CH:26]=1.C(=O)([O-])[O-].[K+].[K+]. The catalyst is CN(C=O)C.O. The product is [Br:24][C:25]1[CH:26]=[CH:27][C:28]([CH2:31][CH2:32][N:33]([CH3:34])[C:15]([NH:14][C:5]2[CH:6]=[CH:7][C:8]([S:9]([CH2:12][CH3:13])(=[O:10])=[O:11])=[C:3]([C:1]#[N:2])[CH:4]=2)=[O:23])=[CH:29][CH:30]=1. The yield is 0.930.